The task is: Regression. Given a peptide amino acid sequence and an MHC pseudo amino acid sequence, predict their binding affinity value. This is MHC class I binding data.. This data is from Peptide-MHC class I binding affinity with 185,985 pairs from IEDB/IMGT. (1) The peptide sequence is YKEPNSIIL. The MHC is HLA-B08:02 with pseudo-sequence HLA-B08:02. The binding affinity (normalized) is 0.0847. (2) The peptide sequence is APALQEAYY. The MHC is HLA-A23:01 with pseudo-sequence HLA-A23:01. The binding affinity (normalized) is 0. (3) The peptide sequence is FVDVGVSAL. The MHC is HLA-B40:01 with pseudo-sequence HLA-B40:01. The binding affinity (normalized) is 0.0847. (4) The peptide sequence is AIIDNYNKF. The MHC is Patr-A0701 with pseudo-sequence Patr-A0701. The binding affinity (normalized) is 0.741. (5) The peptide sequence is SICLDYIIV. The MHC is HLA-A02:03 with pseudo-sequence HLA-A02:03. The binding affinity (normalized) is 0.162. (6) The peptide sequence is IISLKYTRK. The MHC is HLA-A02:11 with pseudo-sequence HLA-A02:11. The binding affinity (normalized) is 0.0847. (7) The peptide sequence is LPSSSSYSY. The MHC is HLA-C04:01 with pseudo-sequence HLA-C04:01. The binding affinity (normalized) is 0.213. (8) The MHC is HLA-B27:05 with pseudo-sequence HLA-B27:05. The binding affinity (normalized) is 0.738. The peptide sequence is FRQYTAFTL. (9) The peptide sequence is ATVKGMQSY. The MHC is HLA-B15:01 with pseudo-sequence HLA-B15:01. The binding affinity (normalized) is 0.728.